This data is from Full USPTO retrosynthesis dataset with 1.9M reactions from patents (1976-2016). The task is: Predict the reactants needed to synthesize the given product. (1) Given the product [CH:4]1([CH2:3][CH2:2][O:12][CH2:11][CH2:10][OH:13])[CH2:9][CH2:8][CH2:7][CH2:6][CH2:5]1, predict the reactants needed to synthesize it. The reactants are: Br[CH2:2][CH2:3][CH:4]1[CH2:9][CH2:8][CH2:7][CH2:6][CH2:5]1.[CH2:10]([OH:13])[CH2:11][OH:12].[OH-].[Na+]. (2) Given the product [Cl:1][C:2]1[CH:3]=[CH:4][C:5]([C:8]2[C:13]([CH:14]([CH2:19][CH2:20][CH3:21])[C:15]([OH:17])=[O:16])=[C:12]([CH3:22])[N:11]=[C:10]([C:23]3[CH:24]=[CH:25][CH:26]=[CH:27][CH:28]=3)[N:9]=2)=[CH:6][CH:7]=1, predict the reactants needed to synthesize it. The reactants are: [Cl:1][C:2]1[CH:7]=[CH:6][C:5]([C:8]2[C:13]([CH:14]([CH2:19][CH2:20][CH3:21])[C:15]([O:17]C)=[O:16])=[C:12]([CH3:22])[N:11]=[C:10]([C:23]3[CH:28]=[CH:27][CH:26]=[CH:25][CH:24]=3)[N:9]=2)=[CH:4][CH:3]=1.[OH-].[Na+]. (3) Given the product [NH2:20][CH2:23][C@@H:24]1[O:28][C:27](=[O:29])[N:26]([C:30]2[CH:35]=[CH:34][C:33]([C:36]([NH2:38])=[O:37])=[C:32]([F:39])[CH:31]=2)[CH2:25]1, predict the reactants needed to synthesize it. The reactants are: C1(P(C2C=CC=CC=2)C2C=CC=CC=2)C=CC=CC=1.[N:20]([CH2:23][C@H:24]1[O:28][C:27](=[O:29])[N:26]([C:30]2[CH:35]=[CH:34][C:33]([C:36]([NH2:38])=[O:37])=[C:32]([F:39])[CH:31]=2)[CH2:25]1)=[N+]=[N-].O. (4) Given the product [Br:1][C:2]1[CH:3]=[C:4]2[C:9](=[CH:10][CH:11]=1)[C:8](=[O:12])[NH:7][C:6](=[O:13])/[C:5]/2=[CH:14]\[NH:29][C:26]1[CH:25]=[CH:24][C:23]([N:22]([CH2:21][CH2:20][N:19]([CH3:31])[CH3:18])[CH3:30])=[CH:28][CH:27]=1, predict the reactants needed to synthesize it. The reactants are: [Br:1][C:2]1[CH:3]=[C:4]2[C:9](=[CH:10][CH:11]=1)[C:8](=[O:12])[NH:7][C:6](=[O:13])/[C:5]/2=[CH:14]/OC.Cl.[CH3:18][N:19]([CH3:31])[CH2:20][CH2:21][N:22]([CH3:30])[C:23]1[CH:28]=[CH:27][C:26]([NH2:29])=[CH:25][CH:24]=1.C(N(CC)CC)C. (5) Given the product [C:26]1([C:3]2[C:4]3[C:9]([N:10]4[CH2:11][CH2:12][CH:13]([CH2:16][O:17][CH2:18][CH2:19][N:20]5[CH2:24][CH2:23][CH2:22][CH2:21]5)[CH2:14][CH2:15]4)=[N:8][CH:7]=[N:6][C:5]=3[S:25][C:2]=2[C:32]#[N:33])[CH:31]=[CH:30][CH:29]=[CH:28][CH:27]=1, predict the reactants needed to synthesize it. The reactants are: Br[C:2]1[S:25][C:5]2[N:6]=[CH:7][N:8]=[C:9]([N:10]3[CH2:15][CH2:14][CH:13]([CH2:16][O:17][CH2:18][CH2:19][N:20]4[CH2:24][CH2:23][CH2:22][CH2:21]4)[CH2:12][CH2:11]3)[C:4]=2[C:3]=1[C:26]1[CH:31]=[CH:30][CH:29]=[CH:28][CH:27]=1.[CH3:32][N:33](C=O)C. (6) Given the product [C:16]([CH:3]([CH2:2][Br:1])[C:4]([OH:6])=[O:5])([CH3:19])([CH3:18])[CH3:17], predict the reactants needed to synthesize it. The reactants are: [Br:1][CH2:2][CH2:3][C:4]([OH:6])=[O:5].BrCCCCCC(O[C:16]([CH3:19])([CH3:18])[CH3:17])=O. (7) Given the product [F:26][C:23]1[CH:24]=[CH:25][C:20]([CH2:19][N:15]2[C:16](=[O:18])[C:17]3[C:9]([OH:8])=[C:10]4[C:34](=[O:35])[N:33]([CH3:36])[CH2:32][CH2:31][N:11]4[C:12]=3[C:13]([N:27]([CH3:37])[C:28](=[O:30])[CH3:29])=[N:14]2)=[CH:21][CH:22]=1, predict the reactants needed to synthesize it. The reactants are: C([O:8][C:9]1[C:17]2[C:16](=[O:18])[N:15]([CH2:19][C:20]3[CH:25]=[CH:24][C:23]([F:26])=[CH:22][CH:21]=3)[N:14]=[C:13]([NH:27][C:28](=[O:30])[CH3:29])[C:12]=2[N:11]2[CH2:31][CH2:32][N:33]([CH3:36])[C:34](=[O:35])[C:10]=12)C1C=CC=CC=1.[CH3:37][Si]([N-][Si](C)(C)C)(C)C.[Li+].IC.